From a dataset of NCI-60 drug combinations with 297,098 pairs across 59 cell lines. Regression. Given two drug SMILES strings and cell line genomic features, predict the synergy score measuring deviation from expected non-interaction effect. (1) Drug 1: CC1=CC=C(C=C1)C2=CC(=NN2C3=CC=C(C=C3)S(=O)(=O)N)C(F)(F)F. Drug 2: COC1=C2C(=CC3=C1OC=C3)C=CC(=O)O2. Cell line: HCT-15. Synergy scores: CSS=-7.67, Synergy_ZIP=9.74, Synergy_Bliss=19.5, Synergy_Loewe=-4.11, Synergy_HSA=-1.93. (2) Drug 1: CN1C2=C(C=C(C=C2)N(CCCl)CCCl)N=C1CCCC(=O)O.Cl. Drug 2: C(CC(=O)O)C(=O)CN.Cl. Cell line: PC-3. Synergy scores: CSS=4.77, Synergy_ZIP=-3.12, Synergy_Bliss=0.269, Synergy_Loewe=-3.66, Synergy_HSA=0.306. (3) Drug 1: C1=CC(=CC=C1C#N)C(C2=CC=C(C=C2)C#N)N3C=NC=N3. Drug 2: C1CN1C2=NC(=NC(=N2)N3CC3)N4CC4. Cell line: HOP-92. Synergy scores: CSS=23.0, Synergy_ZIP=-7.96, Synergy_Bliss=-2.84, Synergy_Loewe=-2.64, Synergy_HSA=-1.26. (4) Drug 1: CC12CCC(CC1=CCC3C2CCC4(C3CC=C4C5=CN=CC=C5)C)O. Drug 2: C1=C(C(=O)NC(=O)N1)N(CCCl)CCCl. Cell line: NCI/ADR-RES. Synergy scores: CSS=20.8, Synergy_ZIP=-0.682, Synergy_Bliss=2.59, Synergy_Loewe=0.000559, Synergy_HSA=3.73. (5) Drug 1: CC12CCC3C(C1CCC2O)C(CC4=C3C=CC(=C4)O)CCCCCCCCCS(=O)CCCC(C(F)(F)F)(F)F. Drug 2: C1=NC2=C(N=C(N=C2N1C3C(C(C(O3)CO)O)F)Cl)N. Cell line: HL-60(TB). Synergy scores: CSS=24.7, Synergy_ZIP=7.15, Synergy_Bliss=11.9, Synergy_Loewe=-35.6, Synergy_HSA=3.89. (6) Drug 1: C1CN(CCN1C(=O)CCBr)C(=O)CCBr. Drug 2: CC1C(C(CC(O1)OC2CC(CC3=C2C(=C4C(=C3O)C(=O)C5=CC=CC=C5C4=O)O)(C(=O)C)O)N)O. Cell line: SK-MEL-5. Synergy scores: CSS=57.6, Synergy_ZIP=-4.74, Synergy_Bliss=-2.84, Synergy_Loewe=-0.779, Synergy_HSA=0.213. (7) Drug 1: CC(C1=C(C=CC(=C1Cl)F)Cl)OC2=C(N=CC(=C2)C3=CN(N=C3)C4CCNCC4)N. Drug 2: C1=NC2=C(N=C(N=C2N1C3C(C(C(O3)CO)O)O)F)N. Cell line: SR. Synergy scores: CSS=76.0, Synergy_ZIP=13.0, Synergy_Bliss=12.3, Synergy_Loewe=-1.57, Synergy_HSA=10.6. (8) Drug 1: C1=CC=C(C(=C1)C(C2=CC=C(C=C2)Cl)C(Cl)Cl)Cl. Drug 2: B(C(CC(C)C)NC(=O)C(CC1=CC=CC=C1)NC(=O)C2=NC=CN=C2)(O)O. Cell line: HCT-15. Synergy scores: CSS=25.2, Synergy_ZIP=1.71, Synergy_Bliss=4.23, Synergy_Loewe=-44.6, Synergy_HSA=-0.609. (9) Drug 1: CC1C(C(=O)NC(C(=O)N2CCCC2C(=O)N(CC(=O)N(C(C(=O)O1)C(C)C)C)C)C(C)C)NC(=O)C3=C4C(=C(C=C3)C)OC5=C(C(=O)C(=C(C5=N4)C(=O)NC6C(OC(=O)C(N(C(=O)CN(C(=O)C7CCCN7C(=O)C(NC6=O)C(C)C)C)C)C(C)C)C)N)C. Drug 2: CC1C(C(CC(O1)OC2CC(CC3=C2C(=C4C(=C3O)C(=O)C5=CC=CC=C5C4=O)O)(C(=O)C)O)N)O. Cell line: CCRF-CEM. Synergy scores: CSS=42.4, Synergy_ZIP=11.8, Synergy_Bliss=8.55, Synergy_Loewe=5.62, Synergy_HSA=9.97.